Dataset: NCI-60 drug combinations with 297,098 pairs across 59 cell lines. Task: Regression. Given two drug SMILES strings and cell line genomic features, predict the synergy score measuring deviation from expected non-interaction effect. (1) Drug 1: CNC(=O)C1=CC=CC=C1SC2=CC3=C(C=C2)C(=NN3)C=CC4=CC=CC=N4. Drug 2: CC1=C(N=C(N=C1N)C(CC(=O)N)NCC(C(=O)N)N)C(=O)NC(C(C2=CN=CN2)OC3C(C(C(C(O3)CO)O)O)OC4C(C(C(C(O4)CO)O)OC(=O)N)O)C(=O)NC(C)C(C(C)C(=O)NC(C(C)O)C(=O)NCCC5=NC(=CS5)C6=NC(=CS6)C(=O)NCCC[S+](C)C)O. Cell line: LOX IMVI. Synergy scores: CSS=11.7, Synergy_ZIP=-6.22, Synergy_Bliss=-6.84, Synergy_Loewe=-26.7, Synergy_HSA=-4.92. (2) Drug 1: CC(CN1CC(=O)NC(=O)C1)N2CC(=O)NC(=O)C2. Drug 2: C1=CN(C=N1)CC(O)(P(=O)(O)O)P(=O)(O)O. Cell line: SK-OV-3. Synergy scores: CSS=2.77, Synergy_ZIP=-2.87, Synergy_Bliss=-3.20, Synergy_Loewe=-2.08, Synergy_HSA=-2.38. (3) Drug 1: CC1C(C(=O)NC(C(=O)N2CCCC2C(=O)N(CC(=O)N(C(C(=O)O1)C(C)C)C)C)C(C)C)NC(=O)C3=C4C(=C(C=C3)C)OC5=C(C(=O)C(=C(C5=N4)C(=O)NC6C(OC(=O)C(N(C(=O)CN(C(=O)C7CCCN7C(=O)C(NC6=O)C(C)C)C)C)C(C)C)C)N)C. Drug 2: C1=CN(C(=O)N=C1N)C2C(C(C(O2)CO)O)O.Cl. Cell line: BT-549. Synergy scores: CSS=29.7, Synergy_ZIP=-4.12, Synergy_Bliss=-2.02, Synergy_Loewe=2.49, Synergy_HSA=3.73. (4) Drug 1: CC1=CC=C(C=C1)C2=CC(=NN2C3=CC=C(C=C3)S(=O)(=O)N)C(F)(F)F. Drug 2: CCC1=C2CN3C(=CC4=C(C3=O)COC(=O)C4(CC)O)C2=NC5=C1C=C(C=C5)O. Cell line: UACC62. Synergy scores: CSS=33.9, Synergy_ZIP=8.33, Synergy_Bliss=12.5, Synergy_Loewe=-26.6, Synergy_HSA=9.65.